Dataset: NCI-60 drug combinations with 297,098 pairs across 59 cell lines. Task: Regression. Given two drug SMILES strings and cell line genomic features, predict the synergy score measuring deviation from expected non-interaction effect. Drug 1: CN1C2=C(C=C(C=C2)N(CCCl)CCCl)N=C1CCCC(=O)O.Cl. Drug 2: CC12CCC3C(C1CCC2O)C(CC4=C3C=CC(=C4)O)CCCCCCCCCS(=O)CCCC(C(F)(F)F)(F)F. Cell line: DU-145. Synergy scores: CSS=1.38, Synergy_ZIP=-2.66, Synergy_Bliss=-5.89, Synergy_Loewe=-2.06, Synergy_HSA=-3.57.